Dataset: TCR-epitope binding with 47,182 pairs between 192 epitopes and 23,139 TCRs. Task: Binary Classification. Given a T-cell receptor sequence (or CDR3 region) and an epitope sequence, predict whether binding occurs between them. The epitope is FLRGRAYGL. Result: 1 (the TCR binds to the epitope). The TCR CDR3 sequence is CASSPSAAAYEQYF.